Dataset: Catalyst prediction with 721,799 reactions and 888 catalyst types from USPTO. Task: Predict which catalyst facilitates the given reaction. (1) Reactant: [C:1]([NH:8][CH2:9][CH2:10]N)([O:3][C:4]([CH3:7])([CH3:6])[CH3:5])=[O:2].[CH:12](=O)[CH2:13][CH2:14][CH2:15][CH2:16][CH2:17][CH3:18].[C:20]([BH3-])#[N:21].[Na+]. Product: [C:1]([NH:8][CH2:9][CH2:10][N:21]([CH2:20][CH2:12][CH2:13][CH2:14][CH2:15][CH2:16][CH3:17])[CH2:12][CH2:13][CH2:14][CH2:15][CH2:16][CH2:17][CH3:18])([O:3][C:4]([CH3:7])([CH3:6])[CH3:5])=[O:2]. The catalyst class is: 5. (2) Reactant: CS([Cl:5])(=O)=O.C(N[C:14]1[C:19]([C:20]([NH2:22])=[O:21])=[CH:18][N:17]=[C:16](NC2C=CC(N3CCOC(CN)C3)=CC=2)[N:15]=1)C1C=CC=CC=1.C(N(CC)CC)C. Product: [ClH:5].[N:15]1[CH:14]=[C:19]([C:20]([NH2:22])=[O:21])[CH:18]=[N:17][CH:16]=1. The catalyst class is: 3. (3) Reactant: C(OC([N:8]1[CH2:13][CH2:12][N:11]([C:14]2[N:19]=[CH:18][C:17]([O:20][CH3:21])=[CH:16][N:15]=2)[CH2:10][CH2:9]1)=O)(C)(C)C.[ClH:22]. Product: [ClH:22].[CH3:21][O:20][C:17]1[CH:16]=[N:15][C:14]([N:11]2[CH2:12][CH2:13][NH:8][CH2:9][CH2:10]2)=[N:19][CH:18]=1. The catalyst class is: 12.